Dataset: Peptide-MHC class I binding affinity with 185,985 pairs from IEDB/IMGT. Task: Regression. Given a peptide amino acid sequence and an MHC pseudo amino acid sequence, predict their binding affinity value. This is MHC class I binding data. (1) The peptide sequence is FSDESTGAR. The MHC is HLA-A03:01 with pseudo-sequence HLA-A03:01. The binding affinity (normalized) is 0.0847. (2) The peptide sequence is RMRRAEPAA. The MHC is HLA-B54:01 with pseudo-sequence HLA-B54:01. The binding affinity (normalized) is 0.323. (3) The peptide sequence is YTIEGIAFM. The MHC is BoLA-D18.4 with pseudo-sequence YYSEYREISENVYESNLYIAYSDYTWEYLNYRWY. The binding affinity (normalized) is 0.0641. (4) The peptide sequence is REAYCQEFSL. The MHC is HLA-B18:01 with pseudo-sequence HLA-B18:01. The binding affinity (normalized) is 0.137. (5) The peptide sequence is LTKGTLEPEY. The binding affinity (normalized) is 0. The MHC is HLA-A24:02 with pseudo-sequence HLA-A24:02. (6) The peptide sequence is FARERRLAL. The MHC is HLA-A24:03 with pseudo-sequence HLA-A24:03. The binding affinity (normalized) is 0.213. (7) The peptide sequence is LYNTIATLY. The MHC is HLA-A26:01 with pseudo-sequence HLA-A26:01. The binding affinity (normalized) is 0.0847. (8) The peptide sequence is ASMVNGDEL. The MHC is H-2-Kb with pseudo-sequence H-2-Kb. The binding affinity (normalized) is 0.551. (9) The peptide sequence is EKPKFLPDL. The MHC is HLA-B57:01 with pseudo-sequence HLA-B57:01. The binding affinity (normalized) is 0.0847.